The task is: Regression. Given a peptide amino acid sequence and an MHC pseudo amino acid sequence, predict their binding affinity value. This is MHC class II binding data.. This data is from Peptide-MHC class II binding affinity with 134,281 pairs from IEDB. (1) The peptide sequence is TDRATLNPWASQKH. The MHC is DRB5_0101 with pseudo-sequence DRB5_0101. The binding affinity (normalized) is 0.520. (2) The peptide sequence is INEPTAAAIAYGLNR. The MHC is HLA-DQA10102-DQB10602 with pseudo-sequence HLA-DQA10102-DQB10602. The binding affinity (normalized) is 0.661. (3) The peptide sequence is ASEGAVDIINRWQVV. The MHC is HLA-DPA10301-DPB10402 with pseudo-sequence HLA-DPA10301-DPB10402. The binding affinity (normalized) is 0.384. (4) The peptide sequence is TKTTSDYQDSDVSQ. The MHC is HLA-DPA10201-DPB10501 with pseudo-sequence HLA-DPA10201-DPB10501. The binding affinity (normalized) is 0.0958.